From a dataset of Tox21: 12 toxicity assays (nuclear receptors and stress response pathways). Binary classification across 12 toxicity assays. (1) It tested positive (active) for: NR-AhR (Aryl hydrocarbon Receptor agonist activity), and SR-MMP (Mitochondrial Membrane Potential disruption). The compound is O=[N+]([O-])c1ccc(Oc2ccc(C(F)(F)F)cc2[N+](=O)[O-])cc1. (2) The compound is C1CNCCN1. It tested positive (active) for: NR-Aromatase (Aromatase enzyme inhibition), and NR-ER (Estrogen Receptor agonist activity). (3) The compound is Nc1ccc([N+](=O)[O-])cc1[N+](=O)[O-]. It tested positive (active) for: SR-MMP (Mitochondrial Membrane Potential disruption). (4) It tested positive (active) for: NR-PPAR-gamma (PPAR-gamma nuclear receptor agonist). The molecule is CC(Oc1cc(Cl)c(Cl)cc1Cl)C(=O)O. (5) The drug is Cc1cccc2sc(N)nc12. It tested positive (active) for: NR-AhR (Aryl hydrocarbon Receptor agonist activity), and SR-ARE (Antioxidant Response Element (oxidative stress)). (6) The compound is O=C(O)c1nn(Cc2ccc(Cl)cc2Cl)c2ccccc12. It tested positive (active) for: NR-ER (Estrogen Receptor agonist activity), NR-ER-LBD (Estrogen Receptor Ligand Binding Domain agonist), and SR-ARE (Antioxidant Response Element (oxidative stress)).